From a dataset of Reaction yield outcomes from USPTO patents with 853,638 reactions. Predict the reaction yield, written as a fraction of the theoretical maximum amount of product (1.0 means a 100% yield; for example, 0.34 means a 34% yield). (1) The reactants are [N+:1]([C:4]1[CH:9]=[CH:8][CH:7]=[CH:6][C:5]=1[CH2:10][CH2:11][O:12][C:13]1[CH:18]=[CH:17][C:16]([C:19]2[N:29]=[CH:28][CH:27]=[CH:26][C:20]=2[C:21]([O:23]CC)=[O:22])=[CH:15][C:14]=1[C:30]#[N:31])([O-:3])=[O:2].[OH-].[Na+].O. The catalyst is C(O)C. The product is [N+:1]([C:4]1[CH:9]=[CH:8][CH:7]=[CH:6][C:5]=1[CH2:10][CH2:11][O:12][C:13]1[CH:18]=[CH:17][C:16]([C:19]2[N:29]=[CH:28][CH:27]=[CH:26][C:20]=2[C:21]([OH:23])=[O:22])=[CH:15][C:14]=1[C:30]#[N:31])([O-:3])=[O:2]. The yield is 0.510. (2) The reactants are Cl[CH2:2][CH2:3][NH:4][C@:5]12[CH2:40][CH2:39][C@@H:38]([C:41]([CH3:43])=[CH2:42])[C@@H:6]1[C@@H:7]1[C@@:20]([CH3:23])([CH2:21][CH2:22]2)[C@@:19]2([CH3:24])[C@@H:10]([C@:11]3([CH3:37])[C@@H:16]([CH2:17][CH2:18]2)[C:15]([CH3:26])([CH3:25])[C:14]([C:27]2[CH:36]=[CH:35][C:30]([C:31]([O:33][CH3:34])=[O:32])=[CH:29][CH:28]=2)=[CH:13][CH2:12]3)[CH2:9][CH2:8]1.CCN(C(C)C)C(C)C.[N:53]1([C:59]([O:61][C:62]([CH3:65])([CH3:64])[CH3:63])=[O:60])[CH2:58][CH2:57][NH:56][CH2:55][CH2:54]1. The catalyst is CS(C)=O. The product is [CH3:34][O:33][C:31]([C:30]1[CH:29]=[CH:28][C:27]([C:14]2[C:15]([CH3:25])([CH3:26])[C@H:16]3[C@:11]([CH3:37])([CH2:12][CH:13]=2)[C@@H:10]2[C@:19]([CH3:24])([C@@:20]4([CH3:23])[C@H:7]([CH2:8][CH2:9]2)[C@H:6]2[C@H:38]([C:41]([CH3:43])=[CH2:42])[CH2:39][CH2:40][C@:5]2([NH:4][CH2:3][CH2:2][N:56]2[CH2:57][CH2:58][N:53]([C:59]([O:61][C:62]([CH3:65])([CH3:64])[CH3:63])=[O:60])[CH2:54][CH2:55]2)[CH2:22][CH2:21]4)[CH2:18][CH2:17]3)=[CH:36][CH:35]=1)=[O:32]. The yield is 0.520. (3) The reactants are [C:1]([O:5][C:6]([N:8]1[CH2:13][CH2:12][N:11]([C:14]2[CH:19]=[CH:18][CH:17]=[C:16]([C:20]3[N:28]4[C:23]([C:24]([NH2:29])=[N:25][CH:26]=[N:27]4)=[C:22](Br)[CH:21]=3)[CH:15]=2)[CH2:10][CH2:9]1)=[O:7])([CH3:4])([CH3:3])[CH3:2].[CH2:31]([N:38]1[CH:46]=[C:45]2[C:40]([CH:41]=[C:42](B3OC(C)(C)C(C)(C)O3)[CH:43]=[CH:44]2)=[N:39]1)[C:32]1[CH:37]=[CH:36][CH:35]=[CH:34][CH:33]=1.C(Cl)Cl.C([O-])([O-])=O.[Na+].[Na+]. The catalyst is C1C=CC(P(C2C=CC=CC=2)[C-]2C=CC=C2)=CC=1.C1C=CC(P(C2C=CC=CC=2)[C-]2C=CC=C2)=CC=1.Cl[Pd]Cl.[Fe+2]. The product is [C:1]([O:5][C:6]([N:8]1[CH2:13][CH2:12][N:11]([C:14]2[CH:19]=[CH:18][CH:17]=[C:16]([C:20]3[N:28]4[C:23]([C:24]([NH2:29])=[N:25][CH:26]=[N:27]4)=[C:22]([C:42]4[CH:43]=[CH:44][C:45]5[C:40]([CH:41]=4)=[N:39][N:38]([CH2:31][C:32]4[CH:37]=[CH:36][CH:35]=[CH:34][CH:33]=4)[CH:46]=5)[CH:21]=3)[CH:15]=2)[CH2:10][CH2:9]1)=[O:7])([CH3:4])([CH3:3])[CH3:2]. The yield is 0.400. (4) The reactants are [Cl:1][C:2]1[C:7]2[S:8][CH:9]=[CH:10][C:6]=2[CH:5]=[CH:4][CH:3]=1.[B:11](OC(C)C)([O:16]C(C)C)[O:12]C(C)C.[Cl-].[NH4+]. The catalyst is C1COCC1. The product is [Cl:1][C:2]1[C:7]2[S:8][C:9]([B:11]([OH:16])[OH:12])=[CH:10][C:6]=2[CH:5]=[CH:4][CH:3]=1. The yield is 0.960. (5) The reactants are [Br:1][C:2]1[N:7]=[C:6]2[NH:8][CH:9]=[CH:10][C:5]2=[CH:4][CH:3]=1.N#N.[H-].[Na+].[CH:15]([Si:18](Cl)([CH:22]([CH3:24])[CH3:23])[CH:19]([CH3:21])[CH3:20])([CH3:17])[CH3:16]. The catalyst is C1COCC1. The product is [Br:1][C:2]1[N:7]=[C:6]2[N:8]([Si:18]([CH:22]([CH3:24])[CH3:23])([CH:19]([CH3:21])[CH3:20])[CH:15]([CH3:17])[CH3:16])[CH:9]=[CH:10][C:5]2=[CH:4][CH:3]=1. The yield is 0.556. (6) The reactants are [OH:1][CH:2]1[C:7](=[O:8])[CH2:6][CH:5]([C:9]2[CH:14]=[CH:13][N:12]=[CH:11][C:10]=2[N+:15]([O-:17])=[O:16])[O:4][C:3]1([CH3:19])[CH3:18].[BH4-].[Na+]. The catalyst is C(O)C.CCOC(C)=O. The product is [CH3:18][C:3]1([CH3:19])[CH:2]([OH:1])[CH:7]([OH:8])[CH2:6][CH:5]([C:9]2[CH:14]=[CH:13][N:12]=[CH:11][C:10]=2[N+:15]([O-:17])=[O:16])[O:4]1. The yield is 0.930. (7) The reactants are CCN(C(C)C)C(C)C.Cl.[NH2:11][C@@H:12]([CH:20]([CH3:22])[CH3:21])[C:13]([O:15][C:16]([CH3:19])([CH3:18])[CH3:17])=[O:14].Cl[C:24]([O:26][CH3:27])=[O:25]. The catalyst is C1COCC1. The product is [CH3:27][O:26][C:24]([NH:11][C@@H:12]([CH:20]([CH3:22])[CH3:21])[C:13]([O:15][C:16]([CH3:17])([CH3:19])[CH3:18])=[O:14])=[O:25]. The yield is 0.990. (8) The reactants are [CH3:1][C@@H:2]1[CH2:6][CH2:5][CH2:4][N:3]1[CH2:7][CH2:8][C:9]1[CH:14]=[CH:13][C:12]([C:15]2[CH:20]=[CH:19][C:18]([S:21]([OH:23])=[O:22])=[CH:17][CH:16]=2)=[CH:11][CH:10]=1.[Na].CS(C)=O.[CH2:29](Br)[CH:30]=[CH2:31]. The catalyst is C(Cl)Cl. The product is [CH3:1][C@@H:2]1[CH2:6][CH2:5][CH2:4][N:3]1[CH2:7][CH2:8][C:9]1[CH:14]=[CH:13][C:12]([C:15]2[CH:16]=[CH:17][C:18]([S:21]([CH2:31][CH:30]=[CH2:29])(=[O:23])=[O:22])=[CH:19][CH:20]=2)=[CH:11][CH:10]=1. The yield is 0.290.